From a dataset of Merck oncology drug combination screen with 23,052 pairs across 39 cell lines. Regression. Given two drug SMILES strings and cell line genomic features, predict the synergy score measuring deviation from expected non-interaction effect. (1) Drug 1: CN(C)C(=N)N=C(N)N. Drug 2: COC1=C2CC(C)CC(OC)C(O)C(C)C=C(C)C(OC(N)=O)C(OC)C=CC=C(C)C(=O)NC(=CC1=O)C2=O. Cell line: NCIH460. Synergy scores: synergy=-5.12. (2) Drug 1: NC1(c2ccc(-c3nc4ccn5c(=O)[nH]nc5c4cc3-c3ccccc3)cc2)CCC1. Drug 2: CCc1c2c(nc3ccc(O)cc13)-c1cc3c(c(=O)n1C2)COC(=O)C3(O)CC. Cell line: COLO320DM. Synergy scores: synergy=18.2. (3) Drug 1: Cc1nc(Nc2ncc(C(=O)Nc3c(C)cccc3Cl)s2)cc(N2CCN(CCO)CC2)n1. Drug 2: CC1(c2nc3c(C(N)=O)cccc3[nH]2)CCCN1. Cell line: SKOV3. Synergy scores: synergy=0.336. (4) Drug 1: C#Cc1cccc(Nc2ncnc3cc(OCCOC)c(OCCOC)cc23)c1. Drug 2: NC1CCCCC1N.O=C(O)C(=O)O.[Pt+2]. Cell line: LNCAP. Synergy scores: synergy=-11.0. (5) Drug 1: O=c1[nH]cc(F)c(=O)[nH]1. Drug 2: CS(=O)(=O)CCNCc1ccc(-c2ccc3ncnc(Nc4ccc(OCc5cccc(F)c5)c(Cl)c4)c3c2)o1. Cell line: RKO. Synergy scores: synergy=11.5. (6) Drug 1: CC1CC2C3CCC4=CC(=O)C=CC4(C)C3(F)C(O)CC2(C)C1(O)C(=O)CO. Drug 2: O=C(O)C1(Cc2cccc(Nc3nccs3)n2)CCC(Oc2cccc(Cl)c2F)CC1. Cell line: NCIH520. Synergy scores: synergy=-0.761. (7) Synergy scores: synergy=1.58. Drug 2: Cn1cc(-c2cnn3c(N)c(Br)c(C4CCCNC4)nc23)cn1. Cell line: A427. Drug 1: NC1CCCCC1N.O=C(O)C(=O)O.[Pt+2].